From a dataset of Full USPTO retrosynthesis dataset with 1.9M reactions from patents (1976-2016). Predict the reactants needed to synthesize the given product. Given the product [CH3:14][C:6]1[N:7]=[C:8]([NH:10][C:11](=[O:13])[CH3:12])[S:9][C:5]=1[C:3]1[N:21]=[C:20]([C:17]2([C:16]([F:24])([F:23])[F:15])[CH2:19][CH2:18]2)[S:22][CH:2]=1, predict the reactants needed to synthesize it. The reactants are: Br[CH2:2][C:3]([C:5]1[S:9][C:8]([NH:10][C:11](=[O:13])[CH3:12])=[N:7][C:6]=1[CH3:14])=O.[F:15][C:16]([F:24])([F:23])[C:17]1([C:20](=[S:22])[NH2:21])[CH2:19][CH2:18]1.